This data is from Reaction yield outcomes from USPTO patents with 853,638 reactions. The task is: Predict the reaction yield, written as a fraction of the theoretical maximum amount of product (1.0 means a 100% yield; for example, 0.34 means a 34% yield). (1) The yield is 0.776. The product is [CH3:6][O:7][C:8]([CH3:9])([O:12][CH2:13][C:14]#[C:15][CH2:1][CH3:2])[CH2:10][CH3:11]. The reactants are [CH2:1]=[CH:2]C(=C)C.[CH3:6][O:7][C:8]([O:12][CH2:13][C:14]#[CH:15])([CH2:10][CH3:11])[CH3:9].BrCC. The catalyst is CCCCCC. (2) The reactants are Cl[C:2]1[N:10]=[C:9]([Cl:11])[CH:8]=[CH:7][C:3]=1[C:4]([OH:6])=[O:5].[CH2:12]([NH2:14])[CH3:13]. The catalyst is O. The product is [NH2:14][CH2:12][CH2:13][C:2]1[N:10]=[C:9]([Cl:11])[CH:8]=[CH:7][C:3]=1[C:4]([OH:6])=[O:5]. The yield is 0.620. (3) The catalyst is CCOCC. The yield is 0.940. The reactants are [CH2:1](Br)[C:2]#[CH:3].[Mg].[CH2:6]([C:9]1([CH:13]=[O:14])[CH2:12][CH2:11][CH2:10]1)[CH2:7][CH3:8]. The product is [CH2:6]([C:9]1([CH:13]([OH:14])[CH2:3][C:2]#[CH:1])[CH2:12][CH2:11][CH2:10]1)[CH2:7][CH3:8]. (4) The reactants are Cl[C:2]1[N:6]2[CH:7]=[C:8]([F:11])[CH:9]=[CH:10][C:5]2=[N:4][N:3]=1.[OH:12][CH2:13][CH2:14][N:15]1[CH2:20][CH2:19][NH:18][CH2:17][CH2:16]1. The catalyst is CC(N(C)C)=O. The product is [F:11][C:8]1[CH:9]=[CH:10][C:5]2[N:6]([C:2]([N:18]3[CH2:19][CH2:20][N:15]([CH2:14][CH2:13][OH:12])[CH2:16][CH2:17]3)=[N:3][N:4]=2)[CH:7]=1. The yield is 0.230. (5) The reactants are [H-].[Na+].[O:3]1[CH2:6][CH:5]([OH:7])[CH2:4]1.Cl[C:9]1[CH:14]=[CH:13][N:12]=[CH:11][C:10]=1[N+:15]([O-:17])=[O:16]. The catalyst is C1COCC1. The product is [N+:15]([C:10]1[CH:11]=[N:12][CH:13]=[CH:14][C:9]=1[O:7][CH:5]1[CH2:6][O:3][CH2:4]1)([O-:17])=[O:16]. The yield is 0.810. (6) The product is [Cl:1][C:2]1[CH:7]=[CH:6][C:5]([S:8]([C:11]2[C:12]([C:32]#[N:33])=[C:13]([C:21]3[CH:26]=[CH:25][N:24]=[C:23]([NH:28][C:29](=[O:31])[CH3:30])[CH:22]=3)[S:14][C:15]=2[C:16]2[NH:20][CH:19]=[N:18][N:17]=2)(=[O:9])=[O:10])=[CH:4][CH:3]=1. The catalyst is CO.[Pd]. The reactants are [Cl:1][C:2]1[CH:7]=[CH:6][C:5]([S:8]([C:11]2[C:12]([C:32]#[N:33])=[C:13]([C:21]3[CH:26]=[CH:25][N+:24]([O-])=[C:23]([NH:28][C:29](=[O:31])[CH3:30])[CH:22]=3)[S:14][C:15]=2[C:16]2[NH:20][CH:19]=[N:18][N:17]=2)(=[O:10])=[O:9])=[CH:4][CH:3]=1.[H][H]. The yield is 0.640. (7) The reactants are [Cl:1][C:2]1[CH:7]=[CH:6][C:5]([C:8]2[S:9][C:10]([CH2:14][O:15][CH:16]3[CH2:21][CH2:20][CH2:19][NH:18][CH2:17]3)=[C:11]([CH3:13])[N:12]=2)=[CH:4][CH:3]=1.[CH:22]([C:24]1[CH:25]=[C:26](OB(O)O)[CH:27]=[CH:28][CH:29]=1)=[O:23]. No catalyst specified. The yield is 0.280. The product is [Cl:1][C:2]1[CH:7]=[CH:6][C:5]([C:8]2[S:9][C:10]([CH2:14][O:15][CH:16]3[CH2:21][CH2:20][CH2:19][N:18]([C:28]4[CH:29]=[C:24]([CH:25]=[CH:26][CH:27]=4)[CH:22]=[O:23])[CH2:17]3)=[C:11]([CH3:13])[N:12]=2)=[CH:4][CH:3]=1. (8) The reactants are [CH3:1][C:2]1[O:6][N:5]=[C:4]([C:7]2[CH:17]=[CH:16][C:10]3[CH2:11][CH2:12][NH:13][CH2:14][CH2:15][C:9]=3[CH:8]=2)[CH:3]=1.[Cl:18][CH2:19][CH:20]=O.C(O[BH-](OC(=O)C)OC(=O)C)(=O)C.[Na+]. The catalyst is ClC(Cl)C.C(#N)C. The product is [Cl:18][CH2:19][CH2:20][N:13]1[CH2:12][CH2:11][C:10]2[CH:16]=[CH:17][C:7]([C:4]3[CH:3]=[C:2]([CH3:1])[O:6][N:5]=3)=[CH:8][C:9]=2[CH2:15][CH2:14]1. The yield is 0.410. (9) The reactants are [Cl:1][C:2]1[CH:7]=[CH:6][C:5]([C:8]2[C:14]3[CH:15]=[CH:16][CH:17]=[CH:18][C:13]=3[C:12]3[C:19]([CH3:22])=[N:20][O:21][C:11]=3[C@H:10]([CH2:23][CH:24]([NH2:29])[C:25]([F:28])([F:27])[F:26])[N:9]=2)=[CH:4][CH:3]=1.C(N(CC)CC)C.[C:37](OC(=O)C)(=[O:39])[CH3:38].CCOC(C)=O. The catalyst is C(Cl)Cl.CN(C1C=CN=CC=1)C. The product is [Cl:1][C:2]1[CH:7]=[CH:6][C:5]([C:8]2[C:14]3[CH:15]=[CH:16][CH:17]=[CH:18][C:13]=3[C:12]3[C:19]([CH3:22])=[N:20][O:21][C:11]=3[C@H:10]([CH2:23][CH:24]([NH:29][C:37](=[O:39])[CH3:38])[C:25]([F:27])([F:28])[F:26])[N:9]=2)=[CH:4][CH:3]=1. The yield is 0.830. (10) The reactants are C[Si](Cl)(C)C.Br[CH2:7][C:8]([O:10][CH2:11][CH3:12])=[O:9].Br[Zn]CC(OCC)=O.C=C[C@@H]1[C@@H]2C[C@H]([C@@H](O)C3C=CN=C4C=CC=CC=34)N(CC2)C1.N1C=CC=CC=1.[CH3:49][NH:50][C:51]([C:53]1[CH:62]=[CH:61][C:60]2[C:55](=[CH:56][CH:57]=[C:58]([C:63]([C:65]3[N:66]=[CH:67][N:68]([C:70]([C:83]4[CH:88]=[CH:87][CH:86]=[CH:85][CH:84]=4)([C:77]4[CH:82]=[CH:81][CH:80]=[CH:79][CH:78]=4)[C:71]4[CH:76]=[CH:75][CH:74]=[CH:73][CH:72]=4)[CH:69]=3)=[O:64])[CH:59]=2)[CH:54]=1)=[O:52].C(O)(=O)CC(CC(O)=O)(C(O)=O)O. The catalyst is O1CCCC1.[Zn].C(OCC)(=O)C. The product is [OH:64][C@@:63]([C:58]1[CH:57]=[CH:56][C:55]2[C:60](=[CH:61][CH:62]=[C:53]([C:51]([NH:50][CH3:49])=[O:52])[CH:54]=2)[CH:59]=1)([C:65]1[N:66]=[CH:67][N:68]([C:70]([C:71]2[CH:76]=[CH:75][CH:74]=[CH:73][CH:72]=2)([C:83]2[CH:84]=[CH:85][CH:86]=[CH:87][CH:88]=2)[C:77]2[CH:82]=[CH:81][CH:80]=[CH:79][CH:78]=2)[CH:69]=1)[CH2:7][C:8]([O:10][CH2:11][CH3:12])=[O:9]. The yield is 0.970.